This data is from Reaction yield outcomes from USPTO patents with 853,638 reactions. The task is: Predict the reaction yield, written as a fraction of the theoretical maximum amount of product (1.0 means a 100% yield; for example, 0.34 means a 34% yield). (1) The reactants are [O:1]=[CH:2][CH2:3][CH2:4][CH2:5][CH2:6][CH2:7][CH2:8][CH2:9][C:10]([O:12][CH3:13])=[O:11].[CH:14]([Mg]Br)=[CH2:15].[Cl-].[NH4+]. The catalyst is C1COCC1. The product is [OH:1][CH:2]([CH:14]=[CH2:15])[CH2:3][CH2:4][CH2:5][CH2:6][CH2:7][CH2:8][CH2:9][C:10]([O:12][CH3:13])=[O:11]. The yield is 0.563. (2) The reactants are C([S:8][C:9]1[CH:10]=[C:11]2[C:16](=[CH:17][CH:18]=1)[C:15]([C:19]1[C:24]([O:25][CH3:26])=[CH:23][C:22]([C:27]3[CH:32]=[CH:31][CH:30]=[C:29]([F:33])[CH:28]=3)=[C:21]([Cl:34])[CH:20]=1)=[N:14][N:13]=[C:12]2[O:35][CH3:36])C1C=CC=CC=1.ClN1C(C)(C)C(=[O:45])N(Cl)C1=O.[F:48][C:49]1[C:54]([F:55])=[C:53]([F:56])[C:52]([F:57])=[C:51]([F:58])[C:50]=1[OH:59].C(N(CC)CC)C.[OH2:67]. The catalyst is C(=O)(O)[O-].[Na+].CCCCCCC.C(O)(=O)C.C(Cl)Cl. The product is [Cl:34][C:21]1[CH:20]=[C:19]([C:15]2[C:16]3[C:11](=[CH:10][C:9]([S:8]([O:59][C:50]4[C:49]([F:48])=[C:54]([F:55])[C:53]([F:56])=[C:52]([F:57])[C:51]=4[F:58])(=[O:45])=[O:67])=[CH:18][CH:17]=3)[C:12]([O:35][CH3:36])=[N:13][N:14]=2)[C:24]([O:25][CH3:26])=[CH:23][C:22]=1[C:27]1[CH:32]=[CH:31][CH:30]=[C:29]([F:33])[CH:28]=1. The yield is 0.715. (3) The reactants are [C:1]([O:5][C:6](=[O:19])[NH:7][C:8]1[CH:13]=[CH:12][C:11]([O:14][C:15]([F:18])([F:17])[F:16])=[CH:10][CH:9]=1)([CH3:4])([CH3:3])[CH3:2].C([Li])(CC)C.C1CCCCC1.[C:31](=[O:33])=[O:32]. The catalyst is C1COCC1. The product is [C:1]([O:5][C:6]([NH:7][C:8]1[CH:13]=[CH:12][C:11]([O:14][C:15]([F:17])([F:18])[F:16])=[CH:10][C:9]=1[C:31]([OH:33])=[O:32])=[O:19])([CH3:4])([CH3:2])[CH3:3]. The yield is 0.720. (4) The reactants are Cl.O1CCOCC1.OC(C(F)(F)F)=O.OC(C(F)(F)F)=O.[S:22]1[C:26]2[CH:27]=[C:28]([NH:31][C:32]([N:34]3[CH2:39][CH2:38][N:37](C(OC(C)(C)C)=O)[CH2:36][CH:35]3[CH2:47][O:48][C:49]3[CH:50]=[N:51][CH:52]=[CH:53][CH:54]=3)=[O:33])[CH:29]=[CH:30][C:25]=2[N:24]=[CH:23]1. The catalyst is CO. The product is [S:22]1[C:26]2[CH:27]=[C:28]([NH:31][C:32]([N:34]3[CH2:39][CH2:38][NH:37][CH2:36][CH:35]3[CH2:47][O:48][C:49]3[CH:50]=[N:51][CH:52]=[CH:53][CH:54]=3)=[O:33])[CH:29]=[CH:30][C:25]=2[N:24]=[CH:23]1. The yield is 0.850. (5) The reactants are Cl[C:2]1[CH:3]=[C:4]([CH:22]=[CH:23][N:24]=1)[C:5]([NH:7][C:8]1[S:9][CH:10]=[C:11]([C:13]2[C:18]([CH3:19])=[CH:17][C:16]([CH3:20])=[CH:15][C:14]=2[CH3:21])[N:12]=1)=[O:6].C(=O)([O-])[O-].[Cs+].[Cs+].[CH3:31][NH:32][CH3:33].C1COCC1. The catalyst is CN(C=O)C.O. The product is [CH3:31][N:32]([CH3:33])[C:2]1[CH:3]=[C:4]([CH:22]=[CH:23][N:24]=1)[C:5]([NH:7][C:8]1[S:9][CH:10]=[C:11]([C:13]2[C:18]([CH3:19])=[CH:17][C:16]([CH3:20])=[CH:15][C:14]=2[CH3:21])[N:12]=1)=[O:6]. The yield is 0.0300. (6) The reactants are [CH3:1][C:2]1[C:6]2[C:7](=[O:20])[N:8]([CH2:12][CH2:13][N:14]3[CH2:19][CH2:18][CH2:17][CH2:16][CH2:15]3)[CH2:9][CH2:10][CH2:11][C:5]=2[NH:4][C:3]=1[CH:21]=O.[Br:23][C:24]1[CH:32]=[CH:31][CH:30]=[C:29]2[C:25]=1[CH2:26][C:27](=[O:33])[NH:28]2. No catalyst specified. The product is [Br:23][C:24]1[CH:32]=[CH:31][CH:30]=[C:29]2[C:25]=1/[C:26](=[CH:21]/[C:3]1[NH:4][C:5]3[CH2:11][CH2:10][CH2:9][N:8]([CH2:12][CH2:13][N:14]4[CH2:19][CH2:18][CH2:17][CH2:16][CH2:15]4)[C:7](=[O:20])[C:6]=3[C:2]=1[CH3:1])/[C:27](=[O:33])[NH:28]2. The yield is 0.912. (7) The reactants are Br[C:2]1[C:10]2[C:5](=[N:6][C:7]([S:11](=[O:30])(=[O:29])[N:12]([CH2:18][C:19]3[CH:24]=[CH:23][C:22]([O:25][CH3:26])=[CH:21][C:20]=3[O:27][CH3:28])[C:13]3[S:17][N:16]=[CH:15][N:14]=3)=[CH:8][CH:9]=2)[N:4]([C:31]([O:33][C:34]([CH3:37])([CH3:36])[CH3:35])=[O:32])[CH:3]=1.[CH3:38][N:39]1[C:43]([C:44]2[CH:49]=[C:48]([C:50]([F:53])([F:52])[F:51])[CH:47]=[CH:46][C:45]=2B(O)O)=[CH:42][CH:41]=[N:40]1.P([O-])([O-])([O-])=O.[K+].[K+].[K+].O1CCOCC1. The catalyst is O. The product is [CH3:28][O:27][C:20]1[CH:21]=[C:22]([O:25][CH3:26])[CH:23]=[CH:24][C:19]=1[CH2:18][N:12]([C:13]1[S:17][N:16]=[CH:15][N:14]=1)[S:11]([C:7]1[N:6]=[C:5]2[N:4]([C:31]([O:33][C:34]([CH3:35])([CH3:37])[CH3:36])=[O:32])[CH:3]=[C:2]([C:45]3[CH:46]=[CH:47][C:48]([C:50]([F:53])([F:51])[F:52])=[CH:49][C:44]=3[C:43]3[N:39]([CH3:38])[N:40]=[CH:41][CH:42]=3)[C:10]2=[CH:9][CH:8]=1)(=[O:29])=[O:30]. The yield is 0.712.